Dataset: Full USPTO retrosynthesis dataset with 1.9M reactions from patents (1976-2016). Task: Predict the reactants needed to synthesize the given product. (1) Given the product [CH2:24]([N:26]([CH2:27][CH3:28])[C:2]1[N:7]2[N:8]=[C:9]([C:17]3[CH:22]=[CH:21][C:20]([F:23])=[CH:19][CH:18]=3)[C:10]([C:11]3[CH:16]=[CH:15][N:14]=[CH:13][CH:12]=3)=[C:6]2[CH:5]=[CH:4][CH:3]=1)[CH3:25], predict the reactants needed to synthesize it. The reactants are: Cl[C:2]1[N:7]2[N:8]=[C:9]([C:17]3[CH:22]=[CH:21][C:20]([F:23])=[CH:19][CH:18]=3)[C:10]([C:11]3[CH:16]=[CH:15][N:14]=[CH:13][CH:12]=3)=[C:6]2[CH:5]=[CH:4][CH:3]=1.[CH2:24]([NH:26][CH2:27][CH3:28])[CH3:25]. (2) Given the product [Cl:25][C:22]1[CH:23]=[CH:24][C:19]([C@@H:18]2[O:17][CH2:16][CH2:15][N:14]([C:27]([O:29][C:30]([CH3:33])([CH3:32])[CH3:31])=[O:28])[CH2:13][C@H:12]2[CH2:11][NH:10][C:8]([C:3]2[C:2]([NH:1][S:37]([CH3:36])(=[O:39])=[O:38])=[CH:7][CH:6]=[CH:5][N:4]=2)=[O:9])=[CH:20][C:21]=1[F:26], predict the reactants needed to synthesize it. The reactants are: [NH2:1][C:2]1[C:3]([C:8]([NH:10][CH2:11][C@H:12]2[C@H:18]([C:19]3[CH:24]=[CH:23][C:22]([Cl:25])=[C:21]([F:26])[CH:20]=3)[O:17][CH2:16][CH2:15][N:14]([C:27]([O:29][C:30]([CH3:33])([CH3:32])[CH3:31])=[O:28])[CH2:13]2)=[O:9])=[N:4][CH:5]=[CH:6][CH:7]=1.[H-].[Na+].[CH3:36][S:37](Cl)(=[O:39])=[O:38].O. (3) Given the product [CH2:9]([C:10]1[N:14]([CH3:15])[C:13](=[S:16])[NH:12][N:11]=1)[CH3:1], predict the reactants needed to synthesize it. The reactants are: [CH3:1]N1C=NNC1=O.I[CH2:9][C:10]1[N:14]([CH3:15])[C:13]([S:16](C)(=O)=O)=[N:12][N:11]=1.CNC(=S)NN.